This data is from Forward reaction prediction with 1.9M reactions from USPTO patents (1976-2016). The task is: Predict the product of the given reaction. (1) Given the reactants [Br:1][C:2]1[N:3]=[C:4]2[CH:10]=[CH:9][NH:8][C:5]2=[N:6][CH:7]=1.[CH2:11]([O:18][CH:19]1[CH2:24][CH2:23][C:22]([CH3:28])([C:25](Cl)=[O:26])[CH2:21][CH2:20]1)[C:12]1[CH:17]=[CH:16][CH:15]=[CH:14][CH:13]=1.[Al](Cl)(CC)CC.CCOCC, predict the reaction product. The product is: [CH2:11]([O:18][CH:19]1[CH2:24][CH2:23][C:22]([C:25]([C:10]2[C:4]3[C:5](=[N:6][CH:7]=[C:2]([Br:1])[N:3]=3)[NH:8][CH:9]=2)=[O:26])([CH3:28])[CH2:21][CH2:20]1)[C:12]1[CH:17]=[CH:16][CH:15]=[CH:14][CH:13]=1. (2) The product is: [CH:34]1([NH:33][C:4]([CH:6]2[CH2:7][CH2:8][N:9]([CH2:12][C:13]3[CH:18]=[CH:17][CH:16]=[C:15]([NH2:19])[CH:14]=3)[CH2:10][CH2:11]2)=[O:5])[CH2:39][CH2:38][CH2:37][CH2:36]1. Given the reactants C(O[C:4]([CH:6]1[CH2:11][CH2:10][N:9]([CH2:12][C:13]2[CH:18]=[CH:17][CH:16]=[C:15]([NH:19]C(OC(C)(C)C)=O)[CH:14]=2)[CH2:8][CH2:7]1)=[O:5])C.C(OC(=O)[NH:33][C:34]1[CH:39]=[CH:38][CH:37]=[C:36](C=O)C=1)(C)(C)C.C1(NC(C2CCNCC2)=O)CCCC1, predict the reaction product. (3) Given the reactants [C:1]1([CH:7]2[CH2:10][CH2:9][NH:8]2)[CH:6]=[CH:5][CH:4]=[CH:3][CH:2]=1.[C:11]1([CH2:17][CH2:18][C:19](Cl)=[O:20])[CH:16]=[CH:15][CH:14]=[CH:13][CH:12]=1.C(N(CC)CC)C, predict the reaction product. The product is: [C:11]1([CH2:17][CH2:18][C:19]([N:8]2[CH2:9][CH2:10][CH:7]2[C:1]2[CH:6]=[CH:5][CH:4]=[CH:3][CH:2]=2)=[O:20])[CH:16]=[CH:15][CH:14]=[CH:13][CH:12]=1. (4) Given the reactants [Cl:1][C:2]1[C:7]([O:8][CH3:9])=[CH:6][C:5]([O:10][CH3:11])=[C:4]([F:12])[C:3]=1[N:13]1[CH2:18][C:17]2[CH:19]=[N:20][C:21]3[N:25](COCC[Si](C)(C)C)[CH:24]=[CH:23][C:22]=3[C:16]=2[N:15]([CH:34]2[CH2:37][CH2:36][CH2:35]2)[C:14]1=[O:38].[Br-].[Br-].[Br-].[NH+]1C=CC=CC=1.[NH+]1C=CC=CC=1.[NH+]1C=CC=CC=1.C(O)(=[O:62])C, predict the reaction product. The product is: [Cl:1][C:2]1[C:7]([O:8][CH3:9])=[CH:6][C:5]([O:10][CH3:11])=[C:4]([F:12])[C:3]=1[N:13]1[CH2:18][C:17]2[CH:19]=[N:20][C:21]3[NH:25][C:24](=[O:62])[CH2:23][C:22]=3[C:16]=2[N:15]([CH:34]2[CH2:37][CH2:36][CH2:35]2)[C:14]1=[O:38]. (5) Given the reactants [F:1][C:2]1[CH:7]=[C:6]([I:8])[CH:5]=[CH:4][C:3]=1[NH:9][C:10]1[N:14]2[CH:15]=[N:16][CH:17]=[CH:18][C:13]2=[CH:12][C:11]=1[C:19]([OH:21])=O.[C:22]([O:26][C:27]([N:29]1[CH2:34][CH2:33][CH:32]([O:35][NH2:36])[CH2:31][CH2:30]1)=[O:28])([CH3:25])([CH3:24])[CH3:23].C1C=CC2N(O)N=NC=2C=1.CCN=C=NCCCN(C)C.Cl.CCN(C(C)C)C(C)C, predict the reaction product. The product is: [C:22]([O:26][C:27]([N:29]1[CH2:30][CH2:31][CH:32]([O:35][NH:36][C:19]([C:11]2[CH:12]=[C:13]3[CH:18]=[CH:17][N:16]=[CH:15][N:14]3[C:10]=2[NH:9][C:3]2[CH:4]=[CH:5][C:6]([I:8])=[CH:7][C:2]=2[F:1])=[O:21])[CH2:33][CH2:34]1)=[O:28])([CH3:25])([CH3:23])[CH3:24]. (6) Given the reactants C([Li])CCC.[CH3:6][C:7]1[N:8]([C:20]([C:33]2[CH:38]=[CH:37][CH:36]=[CH:35][CH:34]=2)([C:27]2[CH:32]=[CH:31][CH:30]=[CH:29][CH:28]=2)[C:21]2[CH:26]=[CH:25][CH:24]=[CH:23][CH:22]=2)[CH:9]=[C:10]([CH2:12][C:13]2([C:16]([F:19])([F:18])[F:17])[CH2:15][CH2:14]2)[N:11]=1.[Br:39][C:40]1[CH:41]=[C:42]2[C:46](=[CH:47][CH:48]=1)[C:45](=[O:49])[CH2:44][CH2:43]2, predict the reaction product. The product is: [Br:39][C:40]1[CH:41]=[C:42]2[C:46](=[CH:47][CH:48]=1)[C:45]([CH2:6][C:7]1[N:8]([C:20]([C:33]3[CH:38]=[CH:37][CH:36]=[CH:35][CH:34]=3)([C:27]3[CH:28]=[CH:29][CH:30]=[CH:31][CH:32]=3)[C:21]3[CH:22]=[CH:23][CH:24]=[CH:25][CH:26]=3)[CH:9]=[C:10]([CH2:12][C:13]3([C:16]([F:17])([F:18])[F:19])[CH2:14][CH2:15]3)[N:11]=1)([OH:49])[CH2:44][CH2:43]2. (7) Given the reactants [CH2:1]([CH:3]([C:6]1[CH:7]=[C:8]([CH:12]=[C:13]([O:15][CH3:16])[N:14]=1)[C:9]([OH:11])=O)[CH2:4][CH3:5])[CH3:2].CCN(C(C)C)C(C)C.CN(C(ON1N=NC2C=CC=CC1=2)=[N+](C)C)C.[B-](F)(F)(F)F.[CH2:48]([C:50]1[CH:51]=[C:52]([CH:57]=[C:58]([CH3:61])[C:59]=1[OH:60])[C:53]([NH:55]O)=[NH:54])[CH3:49], predict the reaction product. The product is: [CH2:48]([C:50]1[CH:51]=[C:52]([C:53]2[N:55]=[C:9]([C:8]3[CH:12]=[C:13]([O:15][CH3:16])[N:14]=[C:6]([CH:3]([CH2:1][CH3:2])[CH2:4][CH3:5])[CH:7]=3)[O:11][N:54]=2)[CH:57]=[C:58]([CH3:61])[C:59]=1[OH:60])[CH3:49]. (8) Given the reactants [Br:1][C:2]1[CH:11]=[C:10]2[C:5]([CH:6]=[CH:7][N:8]=[C:9]2[OH:12])=[CH:4][CH:3]=1.[CH2:13](Br)[C:14]1[CH:19]=[CH:18][CH:17]=[CH:16][CH:15]=1, predict the reaction product. The product is: [CH2:13]([O:12][C:9]1[C:10]2[C:5](=[CH:4][CH:3]=[C:2]([Br:1])[CH:11]=2)[CH:6]=[CH:7][N:8]=1)[C:14]1[CH:19]=[CH:18][CH:17]=[CH:16][CH:15]=1.